This data is from Aqueous solubility values for 9,982 compounds from the AqSolDB database. The task is: Regression/Classification. Given a drug SMILES string, predict its absorption, distribution, metabolism, or excretion properties. Task type varies by dataset: regression for continuous measurements (e.g., permeability, clearance, half-life) or binary classification for categorical outcomes (e.g., BBB penetration, CYP inhibition). For this dataset (solubility_aqsoldb), we predict Y. (1) The molecule is CCCC1(CCO)C(=O)NC(=S)NC1=O. The Y is -1.61 log mol/L. (2) The compound is COc1c2occc2c(CN)c2ccc(=O)oc12. The Y is -0.900 log mol/L. (3) The drug is CCCCCCCCCCCC(=O)N(C)C. The Y is -3.91 log mol/L. (4) The molecule is CC(C)C[C@H](N)C(=O)N[C@@H](CCC(=O)O)C(=O)O. The Y is -0.897 log mol/L. (5) The Y is 1.03 log mol/L. The molecule is Nc1cccnc1. (6) The drug is CCCOC(C)OCCc1ccccc1. The Y is -3.38 log mol/L.